From a dataset of Catalyst prediction with 721,799 reactions and 888 catalyst types from USPTO. Predict which catalyst facilitates the given reaction. Reactant: [Cl:1][C:2]1[N:3]=[C:4]([N:13]2[CH2:18][CH2:17][O:16][CH2:15][CH2:14]2)[C:5]2[N:10]=[C:9]([CH:11]=O)[S:8][C:6]=2[N:7]=1.[C:19]([O:23][C:24]([N:26]1[CH2:33][CH:32]2[CH:28]([CH2:29][NH:30][CH2:31]2)[CH2:27]1)=[O:25])([CH3:22])([CH3:21])[CH3:20].C(O[BH-](OC(=O)C)OC(=O)C)(=O)C.[Na+]. Product: [C:19]([O:23][C:24]([N:26]1[CH2:27][CH:28]2[CH:32]([CH2:31][N:30]([CH2:11][C:9]3[S:8][C:6]4[N:7]=[C:2]([Cl:1])[N:3]=[C:4]([N:13]5[CH2:18][CH2:17][O:16][CH2:15][CH2:14]5)[C:5]=4[N:10]=3)[CH2:29]2)[CH2:33]1)=[O:25])([CH3:22])([CH3:20])[CH3:21]. The catalyst class is: 26.